This data is from Reaction yield outcomes from USPTO patents with 853,638 reactions. The task is: Predict the reaction yield, written as a fraction of the theoretical maximum amount of product (1.0 means a 100% yield; for example, 0.34 means a 34% yield). (1) The reactants are [OH-].[Na+].[CH2:3]([O:7][C:8]1[CH:13]=[CH:12][C:11]([S:14]([CH2:17][NH:18][CH2:19][C:20]([N:29]2[CH2:34][CH2:33][N:32]([S:35]([CH3:38])(=[O:37])=[O:36])[CH2:31][CH2:30]2)(C(OC)=O)[C:21]([O:23]C)=[O:22])(=[O:16])=[O:15])=[CH:10][CH:9]=1)[C:4]#[C:5][CH3:6].Cl. The catalyst is O1CCCC1.CO.O. The product is [CH2:3]([O:7][C:8]1[CH:13]=[CH:12][C:11]([S:14]([CH2:17][NH:18][CH2:19][CH:20]([N:29]2[CH2:30][CH2:31][N:32]([S:35]([CH3:38])(=[O:36])=[O:37])[CH2:33][CH2:34]2)[C:21]([OH:23])=[O:22])(=[O:15])=[O:16])=[CH:10][CH:9]=1)[C:4]#[C:5][CH3:6]. The yield is 0.870. (2) The reactants are CC(C)([O-])C.[Na+].[F:7][C:8]1[CH:13]=[CH:12][C:11]([C@@H:14]([N:16]2[CH2:21][CH2:20][CH2:19][CH:18]([CH:22](OC(=O)C)[C:23]3[CH:28]=[CH:27][C:26]([N:29]4[CH:33]=[C:32]([CH3:34])[N:31]=[CH:30]4)=[C:25]([O:35][CH3:36])[CH:24]=3)[C:17]2=[O:41])[CH3:15])=[CH:10][CH:9]=1.O. The catalyst is C1(C)C=CC=CC=1. The product is [F:7][C:8]1[CH:13]=[CH:12][C:11]([C@@H:14]([N:16]2[CH2:21][CH2:20][CH2:19]/[C:18](=[CH:22]\[C:23]3[CH:28]=[CH:27][C:26]([N:29]4[CH:33]=[C:32]([CH3:34])[N:31]=[CH:30]4)=[C:25]([O:35][CH3:36])[CH:24]=3)/[C:17]2=[O:41])[CH3:15])=[CH:10][CH:9]=1. The yield is 0.900.